The task is: Predict the reactants needed to synthesize the given product.. This data is from Retrosynthesis with 50K atom-mapped reactions and 10 reaction types from USPTO. (1) Given the product CC1(C)CC(=O)c2c(C(F)F)nn(-c3ccc(C#N)c(NC4CCOCC4)c3)c2C1, predict the reactants needed to synthesize it. The reactants are: CC1(C)CC(=O)c2c(C(F)F)nn(-c3ccc(C#N)c(Br)c3)c2C1.NC1CCOCC1. (2) Given the product CCCc1n[nH]c2ncnc(N3CCN(c4cc(Cl)ccc4C)CC3)c12, predict the reactants needed to synthesize it. The reactants are: CCCc1n[nH]c2ncnc(Cl)c12.Cc1ccc(Cl)cc1N1CCNCC1. (3) Given the product CCN(CC)CCOc1ccc(C#N)cc1, predict the reactants needed to synthesize it. The reactants are: CCN(CC)CCCl.N#Cc1ccc(O)cc1. (4) Given the product CC(C)[Si](C(C)C)(C(C)C)n1cc(N2CCN(C)CC2)c2ccccc21, predict the reactants needed to synthesize it. The reactants are: CC(C)[Si](C(C)C)(C(C)C)n1cc(N2CCOCC2)c2ccccc21.CN1CCNCC1. (5) Given the product COc1ccc(C[C@H]2CCCN2)cc1OC, predict the reactants needed to synthesize it. The reactants are: COc1ccc(C[C@H]2CCCN2C(=O)C(F)(F)F)cc1OC.